This data is from TCR-epitope binding with 47,182 pairs between 192 epitopes and 23,139 TCRs. The task is: Binary Classification. Given a T-cell receptor sequence (or CDR3 region) and an epitope sequence, predict whether binding occurs between them. (1) The epitope is SFHSLHLLF. The TCR CDR3 sequence is CAPTPKTGSETQYF. Result: 1 (the TCR binds to the epitope). (2) The epitope is LEPLVDLPI. The TCR CDR3 sequence is CASGGGGNQPQHF. Result: 1 (the TCR binds to the epitope). (3) The epitope is KLFIRQEEV. The TCR CDR3 sequence is CASSQSPGGIIQYF. Result: 0 (the TCR does not bind to the epitope). (4) The epitope is LEPLVDLPI. The TCR CDR3 sequence is CASSLGTANTEAFF. Result: 1 (the TCR binds to the epitope). (5) The epitope is IPSINVHHY. The TCR CDR3 sequence is CASSLTGSEAFF. Result: 1 (the TCR binds to the epitope).